This data is from Forward reaction prediction with 1.9M reactions from USPTO patents (1976-2016). The task is: Predict the product of the given reaction. Given the reactants Br[C:2]1[CH:7]=[CH:6][CH:5]=[C:4]([Br:8])[CH:3]=1.[NH:9]1[CH2:14][CH2:13][CH:12]([NH:15][C:16](=[O:18])[CH3:17])[CH2:11][CH2:10]1.CC(C)([O-])C.[Na+], predict the reaction product. The product is: [Br:8][C:4]1[CH:3]=[C:2]([N:9]2[CH2:14][CH2:13][CH:12]([NH:15][C:16](=[O:18])[CH3:17])[CH2:11][CH2:10]2)[CH:7]=[CH:6][CH:5]=1.